This data is from Full USPTO retrosynthesis dataset with 1.9M reactions from patents (1976-2016). The task is: Predict the reactants needed to synthesize the given product. (1) Given the product [CH2:11]=[C:1]1[C:2]2=[CH:3][CH:4]=[N:5][C:6]3[CH:7]=[CH:8][C:15](=[O:16])[N:13]([C:14]=32)[CH2:12]1, predict the reactants needed to synthesize it. The reactants are: [CH2:1]1[CH2:11]CN2[C:4](=[N:5][CH2:6][CH2:7][CH2:8]2)[CH2:3][CH2:2]1.[CH3:12][N:13]([CH:15]=[O:16])[CH3:14]. (2) Given the product [NH2:8][C:5]1[CH:6]=[CH:7][C:2]([F:1])=[CH:3][C:4]=1[NH:16][C:17]1[N:22]=[C:21]([NH:23][C@H:24]2[C:33]3[C:28](=[C:29]([F:34])[CH:30]=[CH:31][CH:32]=3)[O:27][CH2:26][CH2:25]2)[C:20]([N+:35]([O-:37])=[O:36])=[CH:19][N:18]=1, predict the reactants needed to synthesize it. The reactants are: [F:1][C:2]1[CH:7]=[CH:6][C:5]([NH:8]C(=O)OC(C)(C)C)=[C:4]([NH:16][C:17]2[N:22]=[C:21]([NH:23][C@H:24]3[C:33]4[C:28](=[C:29]([F:34])[CH:30]=[CH:31][CH:32]=4)[O:27][CH2:26][CH2:25]3)[C:20]([N+:35]([O-:37])=[O:36])=[CH:19][N:18]=2)[CH:3]=1. (3) Given the product [CH3:32][N:12]1[C:6]2[CH:7]=[N:8][C:9]3[CH:10]=[CH:11][C:2]([C:33]4[CH:38]=[CH:37][CH:36]=[CH:35][CH:34]=4)=[CH:3][C:4]=3[C:5]=2[N:14]([C:15]2[C:16]([CH3:30])=[N:17][N:18]([CH2:20][C:21]([N:23]3[CH2:28][CH2:27][N:26]([CH3:29])[CH2:25][CH2:24]3)=[O:22])[CH:19]=2)[C:13]1=[O:31], predict the reactants needed to synthesize it. The reactants are: Br[C:2]1[CH:11]=[CH:10][C:9]2[N:8]=[CH:7][C:6]3[N:12]([CH3:32])[C:13](=[O:31])[N:14]([C:15]4[C:16]([CH3:30])=[N:17][N:18]([CH2:20][C:21]([N:23]5[CH2:28][CH2:27][N:26]([CH3:29])[CH2:25][CH2:24]5)=[O:22])[CH:19]=4)[C:5]=3[C:4]=2[CH:3]=1.[C:33]1(B(O)O)[CH:38]=[CH:37][CH:36]=[CH:35][CH:34]=1. (4) Given the product [CH3:28][NH:29][C:4]([C:6]1[S:23][C:9]2[N:10]=[C:11]([NH2:44])[N:12]=[C:13]([C:14]3[CH:15]=[CH:16][C:17]([Cl:20])=[CH:18][CH:19]=3)[C:8]=2[CH:7]=1)=[O:5], predict the reactants needed to synthesize it. The reactants are: C(O[C:4]([C:6]1[S:23][C:9]2[N:10]=[C:11](SC)[N:12]=[C:13]([C:14]3[CH:19]=[CH:18][C:17]([Cl:20])=[CH:16][CH:15]=3)[C:8]=2[CH:7]=1)=[O:5])C.[Li+].[OH-].Cl.C[CH2:28][N:29]=C=NCCCN(C)C.C1C=CC2N(O)N=[N:44]C=2C=1.CN.C1C=C(Cl)C=C(C(OO)=O)C=1. (5) Given the product [CH3:21][O:11][C:10](=[O:12])[CH2:9][C@H:8]([C:5]1[CH:4]=[CH:3][C:2]([Br:1])=[CH:7][CH:6]=1)[NH:13][C:14]([O:16][C:17]([CH3:20])([CH3:19])[CH3:18])=[O:15], predict the reactants needed to synthesize it. The reactants are: [Br:1][C:2]1[CH:7]=[CH:6][C:5]([C@H:8]([NH:13][C:14]([O:16][C:17]([CH3:20])([CH3:19])[CH3:18])=[O:15])[CH2:9][C:10]([OH:12])=[O:11])=[CH:4][CH:3]=1.[CH3:21]N(C(ON1N=NC2C=CC=CC1=2)=[N+](C)C)C.[B-](F)(F)(F)F.C1C=CC2N(O)N=NC=2C=1.CCN(C(C)C)C(C)C. (6) Given the product [Br:1][C:2]1[CH:20]=[CH:19][C:5]2[C:6]3[N:7]([CH:11]=[C:12]([C:14]4[N:18]([CH2:22][CH2:23][N:24]5[CH2:29][CH2:28][O:27][CH2:26][CH2:25]5)[CH:17]=[CH:16][N:15]=4)[N:13]=3)[CH2:8][CH2:9][O:10][C:4]=2[CH:3]=1, predict the reactants needed to synthesize it. The reactants are: [Br:1][C:2]1[CH:20]=[CH:19][C:5]2[C:6]3[N:7]([CH:11]=[C:12]([C:14]4[NH:15][CH:16]=[CH:17][N:18]=4)[N:13]=3)[CH2:8][CH2:9][O:10][C:4]=2[CH:3]=1.Cl[CH2:22][CH2:23][N:24]1[CH2:29][CH2:28][O:27][CH2:26][CH2:25]1. (7) The reactants are: [Cl:1][C:2]1[C:7]([N:8]2[CH2:13][CH2:12][NH:11][CH2:10][CH2:9]2)=[CH:6][C:5]([C:14]#[N:15])=[CH:4][C:3]=1[NH:16][C:17]1[N:22]=[C:21]([N:23]([CH:33]2[CH2:35][CH2:34]2)[CH2:24][C:25]2[CH:30]=[CH:29][C:28]([O:31][CH3:32])=[CH:27][CH:26]=2)[C:20]2=[N:36][CH:37]=[C:38]([C:39]#[N:40])[N:19]2[N:18]=1.C(N(CC)C(C)C)(C)C.FC(F)(F)S(O[CH2:56][CH:57]([F:59])[F:58])(=O)=O. Given the product [Cl:1][C:2]1[C:7]([N:8]2[CH2:13][CH2:12][N:11]([CH2:56][CH:57]([F:59])[F:58])[CH2:10][CH2:9]2)=[CH:6][C:5]([C:14]#[N:15])=[CH:4][C:3]=1[NH:16][C:17]1[N:22]=[C:21]([N:23]([CH:33]2[CH2:34][CH2:35]2)[CH2:24][C:25]2[CH:30]=[CH:29][C:28]([O:31][CH3:32])=[CH:27][CH:26]=2)[C:20]2=[N:36][CH:37]=[C:38]([C:39]#[N:40])[N:19]2[N:18]=1, predict the reactants needed to synthesize it. (8) Given the product [CH3:32][C:27]1[CH:28]=[C:29]([CH3:31])[CH:30]=[C:25]2[C:26]=1[C:22](=[O:24])[CH2:21][CH:20]2[NH:19][C:33](=[O:34])[C:35]([F:38])([F:37])[F:36], predict the reactants needed to synthesize it. The reactants are: C(O[C@H]1C2C(=CC(OCCC)=CC=2)[C@@H](N)C1)C=C.[NH2:19][CH:20]([C:25]1[CH:30]=[C:29]([CH3:31])[CH:28]=[C:27]([CH3:32])[CH:26]=1)[CH2:21][C:22]([OH:24])=O.[C:33](O)([C:35]([F:38])([F:37])[F:36])=[O:34].FC(F)(F)C(OC(=O)C(F)(F)F)=O. (9) Given the product [CH2:1]([O:8][C:9]([N:11]1[C@H:12]([C:17](=[O:19])[NH:39][CH2:31][CH2:32][C:33]2[CH:38]=[CH:37][CH:36]=[CH:35][CH:34]=2)[CH2:13][CH2:14][C:15]1=[O:16])=[O:10])[C:2]1[CH:3]=[CH:4][CH:5]=[CH:6][CH:7]=1, predict the reactants needed to synthesize it. The reactants are: [CH2:1]([O:8][C:9]([N:11]1[C:15](=[O:16])[CH2:14][CH2:13][C@H:12]1[C:17]([OH:19])=O)=[O:10])[C:2]1[CH:7]=[CH:6][CH:5]=[CH:4][CH:3]=1.CCN=C=NCCCN(C)C.[CH2:31]([NH2:39])[CH2:32][C:33]1[CH:38]=[CH:37][CH:36]=[CH:35][CH:34]=1.